Dataset: Catalyst prediction with 721,799 reactions and 888 catalyst types from USPTO. Task: Predict which catalyst facilitates the given reaction. (1) Reactant: [CH:1]1([C:4]2[N:8]([CH3:9])[C:7]3[CH:10]=[CH:11][C:12]4[C@@H:13]([OH:25])[C@H:14]([OH:24])[C@@H:15]([C:18]5[CH:23]=[CH:22][CH:21]=[CH:20][CH:19]=5)[O:16][C:17]=4[C:6]=3[N:5]=2)[CH2:3][CH2:2]1.S(=O)(=O)(O)O. Product: [CH:1]1([C:4]2[N:8]([CH3:9])[C:7]3[CH:10]=[CH:11][C:12]4[C@@H:13]([O:25][CH2:14][CH2:15][O:16][CH3:17])[C@H:14]([OH:24])[C@@H:15]([C:18]5[CH:19]=[CH:20][CH:21]=[CH:22][CH:23]=5)[O:16][C:17]=4[C:6]=3[N:5]=2)[CH2:2][CH2:3]1. The catalyst class is: 141. (2) Reactant: [CH3:1][C@@H:2]1[N:7]([CH:8]2[CH2:11][O:10][CH2:9]2)[CH2:6][CH2:5][N:4]([C:12]2[CH:18]=[CH:17][C:15]([NH2:16])=[CH:14][CH:13]=2)[CH2:3]1.C(N(CC)CC)C.[Cl:26][C:27]1[N:32]=[C:31](Cl)[N:30]=[CH:29][N:28]=1. Product: [Cl:26][C:27]1[N:32]=[CH:31][N:30]=[C:29]([NH:16][C:15]2[CH:17]=[CH:18][C:12]([N:4]3[CH2:5][CH2:6][N:7]([CH:8]4[CH2:9][O:10][CH2:11]4)[C@@H:2]([CH3:1])[CH2:3]3)=[CH:13][CH:14]=2)[N:28]=1. The catalyst class is: 5. (3) Reactant: [C:1]([C:3]1[CH:4]=[C:5]([C:16]2[N:21]=[CH:20][N:19]=[C:18]([NH:22][C:23]3[CH:28]=[CH:27][C:26]([N:29]4[CH2:34][CH2:33][N:32](C(OC(C)(C)C)=O)[CH2:31][CH2:30]4)=[CH:25][CH:24]=3)[N:17]=2)[CH:6]=[CH:7][C:8]=1[O:9][CH:10]1[CH2:15][CH2:14][O:13][CH2:12][CH2:11]1)#[N:2].FC(F)(F)C(O)=O. Product: [N:29]1([C:26]2[CH:25]=[CH:24][C:23]([NH:22][C:18]3[N:19]=[CH:20][N:21]=[C:16]([C:5]4[CH:6]=[CH:7][C:8]([O:9][CH:10]5[CH2:15][CH2:14][O:13][CH2:12][CH2:11]5)=[C:3]([CH:4]=4)[C:1]#[N:2])[N:17]=3)=[CH:28][CH:27]=2)[CH2:34][CH2:33][NH:32][CH2:31][CH2:30]1. The catalyst class is: 4. (4) Product: [Cl:30][C:4]1[N:3]=[C:2]([C:34]2[CH:35]=[CH:36][C:37]([C:39]([F:42])([F:41])[F:40])=[CH:38][C:33]=2[O:32][CH3:31])[C:11]2[C:6]([CH:5]=1)=[CH:7][C:8]([S:12]([N:15]([CH2:21][C:22]1[CH:23]=[CH:24][C:25]([O:28][CH3:29])=[CH:26][CH:27]=1)[C:16]1[S:17][CH:18]=[CH:19][N:20]=1)(=[O:14])=[O:13])=[CH:9][CH:10]=2. Reactant: Br[C:2]1[C:11]2[C:6](=[CH:7][C:8]([S:12]([N:15]([CH2:21][C:22]3[CH:27]=[CH:26][C:25]([O:28][CH3:29])=[CH:24][CH:23]=3)[C:16]3[S:17][CH:18]=[CH:19][N:20]=3)(=[O:14])=[O:13])=[CH:9][CH:10]=2)[CH:5]=[C:4]([Cl:30])[N:3]=1.[CH3:31][O:32][C:33]1[CH:38]=[C:37]([C:39]([F:42])([F:41])[F:40])[CH:36]=[CH:35][C:34]=1B(O)O.P([O-])([O-])([O-])=O.[K+].[K+].[K+]. The catalyst class is: 127. (5) Reactant: [CH2:1]([O:8][C:9]1[CH:14]=[CH:13][C:12]([NH:15][C:16](=[NH:25])[C:17]2[CH:22]=[CH:21][C:20]([O:23][CH3:24])=[CH:19][CH:18]=2)=[CH:11][CH:10]=1)[C:2]1[CH:7]=[CH:6][CH:5]=[CH:4][CH:3]=1.Br[CH2:27][C:28](=O)[C:29]([F:32])([F:31])[F:30].C(=O)([O-])O.[Na+]. Product: [CH2:1]([O:8][C:9]1[CH:14]=[CH:13][C:12]([N:15]2[CH:27]=[C:28]([C:29]([F:32])([F:31])[F:30])[N:25]=[C:16]2[C:17]2[CH:18]=[CH:19][C:20]([O:23][CH3:24])=[CH:21][CH:22]=2)=[CH:11][CH:10]=1)[C:2]1[CH:7]=[CH:6][CH:5]=[CH:4][CH:3]=1. The catalyst class is: 32. (6) Reactant: [N+:1]([C:4]1[CH:5]=[CH:6][C:7]([NH2:10])=[N:8][CH:9]=1)([O-:3])=[O:2].[Br:11]Br. Product: [Br:11][C:6]1[C:7]([NH2:10])=[N:8][CH:9]=[C:4]([N+:1]([O-:3])=[O:2])[CH:5]=1. The catalyst class is: 15. (7) Reactant: C1C=CC2N(O)N=NC=2C=1.[O:11]=[C:12]([N:17]1[CH2:22][CH2:21][N:20]([C:23](=[O:34])[C:24]2[CH:29]=[CH:28][CH:27]=[CH:26][C:25]=2[C:30]([F:33])([F:32])[F:31])[CH2:19][CH2:18]1)[CH2:13][C:14]([OH:16])=O.CCN=C=NCCCN(C)C.Cl.[C:47]1([C:53]2[N:58]=[CH:57][C:56]([NH2:59])=[CH:55][CH:54]=2)[CH:52]=[CH:51][CH:50]=[CH:49][CH:48]=1. Product: [O:11]=[C:12]([N:17]1[CH2:18][CH2:19][N:20]([C:23](=[O:34])[C:24]2[CH:29]=[CH:28][CH:27]=[CH:26][C:25]=2[C:30]([F:33])([F:32])[F:31])[CH2:21][CH2:22]1)[CH2:13][C:14]([NH:59][C:56]1[CH:57]=[N:58][C:53]([C:47]2[CH:52]=[CH:51][CH:50]=[CH:49][CH:48]=2)=[CH:54][CH:55]=1)=[O:16]. The catalyst class is: 792. (8) Reactant: [CH2:1]([N:3]([CH2:32][CH3:33])[C:4](=[O:31])[C:5]1[CH:10]=[CH:9][C:8]([C@@H:11]([N:21]2[CH2:26][CH2:25][N:24]([CH2:27][CH2:28][O:29][CH3:30])[CH2:23][CH2:22]2)[C:12]2[CH:17]=[CH:16][CH:15]=[C:14]([N+:18]([O-])=O)[CH:13]=2)=[CH:7][CH:6]=1)[CH3:2].C(O)C.O1CCCC1.O.[Cl-].[NH4+]. Product: [NH2:18][C:14]1[CH:13]=[C:12]([C@H:11]([N:21]2[CH2:26][CH2:25][N:24]([CH2:27][CH2:28][O:29][CH3:30])[CH2:23][CH2:22]2)[C:8]2[CH:9]=[CH:10][C:5]([C:4]([N:3]([CH2:1][CH3:2])[CH2:32][CH3:33])=[O:31])=[CH:6][CH:7]=2)[CH:17]=[CH:16][CH:15]=1. The catalyst class is: 292. (9) Reactant: [F:1][C:2]1[CH:3]=[C:4]([C@@H:10]2[CH2:19][CH2:18][CH2:17][C@H:16]3[N:11]2[C:12](=[O:20])[CH2:13][CH:14]=[CH:15]3)[CH:5]=[C:6]([F:9])[C:7]=1[F:8].[H][H]. Product: [F:9][C:6]1[CH:5]=[C:4]([C@@H:10]2[CH2:19][CH2:18][CH2:17][C@H:16]3[N:11]2[C:12](=[O:20])[CH2:13][CH2:14][CH2:15]3)[CH:3]=[C:2]([F:1])[C:7]=1[F:8]. The catalyst class is: 663. (10) Reactant: [N:1]1[N:2]([C:6]2[CH:29]=[CH:28][CH:27]=[CH:26][C:7]=2[C:8]([N:10]2[C@H:15]([CH3:16])[CH2:14][CH2:13][C@@H:12]([NH:17][C:18]3[CH:19]=[C:20]([CH:23]=[CH:24][N:25]=3)[C:21]#[N:22])[CH2:11]2)=[O:9])[N:3]=[CH:4][CH:5]=1.[H-].[Na+].I[CH3:33]. Product: [N:1]1[N:2]([C:6]2[CH:29]=[CH:28][CH:27]=[CH:26][C:7]=2[C:8]([N:10]2[C@H:15]([CH3:16])[CH2:14][CH2:13][C@@H:12]([N:17]([CH3:33])[C:18]3[CH:19]=[C:20]([CH:23]=[CH:24][N:25]=3)[C:21]#[N:22])[CH2:11]2)=[O:9])[N:3]=[CH:4][CH:5]=1. The catalyst class is: 3.